This data is from Full USPTO retrosynthesis dataset with 1.9M reactions from patents (1976-2016). The task is: Predict the reactants needed to synthesize the given product. (1) Given the product [CH:2]([C:5]1[N:10]=[C:9]([C:11]([OH:16])=[O:13])[CH:8]=[CH:7][CH:6]=1)([CH3:4])[CH3:3], predict the reactants needed to synthesize it. The reactants are: Cl.[CH:2]([C:5]1[N:10]=[C:9]([C:11]#N)[CH:8]=[CH:7][CH:6]=1)([CH3:4])[CH3:3].[OH-:13].[Na+].C[OH:16]. (2) Given the product [C:45]([C:44]1[CH:43]=[C:42]([NH:41][C:7](=[O:9])[C:6]2[CH:5]=[CH:4][C:3]([O:2][CH3:1])=[CH:11][CH:10]=2)[CH:49]=[CH:48][CH:47]=1)#[N:46], predict the reactants needed to synthesize it. The reactants are: [CH3:1][O:2][C:3]1[CH:11]=[CH:10][C:6]([C:7]([OH:9])=O)=[CH:5][CH:4]=1.CCN=C=NCCCN(C)C.Cl.C1C=CC2N(O)N=NC=2C=1.CN1CCOCC1.[NH2:41][C:42]1[CH:43]=[C:44]([CH:47]=[CH:48][CH:49]=1)[C:45]#[N:46]. (3) Given the product [F:52][CH:50]([F:51])[C:38]1[C:37]2[C:36]([F:54])([F:35])[CH2:44][CH:43]3[CH2:45][CH:42]3[C:41]=2[N:40]([CH2:46][C:47]([NH:8][C@H:9]([C:19]2[C:24]([C:25]3[CH:26]=[CH:27][C:28]([F:34])=[C:29]([CH:33]=3)[C:30]([NH2:32])=[O:31])=[CH:23][CH:22]=[CH:21][N:20]=2)[CH2:10][C:11]2[CH:12]=[C:13]([F:18])[CH:14]=[C:15]([F:17])[CH:16]=2)=[O:48])[N:39]=1, predict the reactants needed to synthesize it. The reactants are: FC(F)(F)C(O)=O.[NH2:8][C@H:9]([C:19]1[C:24]([C:25]2[CH:26]=[CH:27][C:28]([F:34])=[C:29]([CH:33]=2)[C:30]([NH2:32])=[O:31])=[CH:23][CH:22]=[CH:21][N:20]=1)[CH2:10][C:11]1[CH:16]=[C:15]([F:17])[CH:14]=[C:13]([F:18])[CH:12]=1.[F:35][C:36]1([F:54])[CH2:44][CH:43]2[CH2:45][CH:42]2[C:41]2[N:40]([CH2:46][C:47](O)=[O:48])[N:39]=[C:38]([C:50](F)([F:52])[F:51])[C:37]1=2. (4) Given the product [OH:17][CH2:16][C:12]1[CH:11]=[C:10]([C:5]2[C:4]([CH3:18])=[C:3]([CH3:19])[C:2]([OH:1])=[C:7]([CH3:8])[C:6]=2[CH3:9])[CH:15]=[CH:14][CH:13]=1, predict the reactants needed to synthesize it. The reactants are: [OH:1][C:2]1[C:7]([CH3:8])=[C:6]([CH3:9])[C:5]([C:10]2[CH:15]=[CH:14][CH:13]=[C:12]([CH:16]=[O:17])[CH:11]=2)=[C:4]([CH3:18])[C:3]=1[CH3:19].CO.[BH4-].[Na+].Cl. (5) Given the product [Cl:1][C:2]1[CH:7]=[CH:6][C:5]([CH:8]([CH3:9])[CH:10]([NH:13][CH:19]=[O:20])[CH2:11][CH3:12])=[CH:4][C:3]=1[O:14][CH2:15][CH2:16][O:17][CH3:18], predict the reactants needed to synthesize it. The reactants are: [Cl:1][C:2]1[CH:7]=[CH:6][C:5]([CH:8]([CH:10]([NH2:13])[CH2:11][CH3:12])[CH3:9])=[CH:4][C:3]=1[O:14][CH2:15][CH2:16][O:17][CH3:18].[CH:19](O)=[O:20]. (6) The reactants are: Cl[C:2]1[CH:19]=[CH:18][C:5]([C:6]([NH:8][CH2:9][C:10]2[CH:15]=[CH:14][CH:13]=[C:12]([O:16][CH3:17])[CH:11]=2)=[O:7])=[CH:4][N:3]=1.[CH:20]1([CH2:23][NH:24][C:25](=[O:42])[C:26]2[CH:31]=[CH:30][C:29]([CH3:32])=[C:28](B3OC(C)(C)C(C)(C)O3)[CH:27]=2)[CH2:22][CH2:21]1. Given the product [CH:20]1([CH2:23][NH:24][C:25]([C:26]2[CH:27]=[CH:28][C:29]([CH3:32])=[C:30]([C:2]3[CH:19]=[CH:18][C:5]([C:6]([NH:8][CH2:9][C:10]4[CH:15]=[CH:14][CH:13]=[C:12]([O:16][CH3:17])[CH:11]=4)=[O:7])=[CH:4][N:3]=3)[CH:31]=2)=[O:42])[CH2:22][CH2:21]1, predict the reactants needed to synthesize it. (7) Given the product [CH2:1]([N:3]1[C:7]2[N:8]=[C:9]([C:18]3[CH:23]=[CH:22][C:21]([NH:24][C:25]([NH:27][C:28]4[CH:29]=[CH:30][C:31]([C:32]([NH:49][CH2:45][CH2:44][N:41]5[CH2:42][CH2:43][N:38]([CH3:37])[CH2:39][CH2:40]5)=[O:33])=[CH:35][CH:36]=4)=[O:26])=[CH:20][CH:19]=3)[N:10]=[C:11]([N:12]3[CH2:13][CH2:14][O:15][CH2:16][CH2:17]3)[C:6]=2[N:5]=[N:4]1)[CH3:2], predict the reactants needed to synthesize it. The reactants are: [CH2:1]([N:3]1[C:7]2[N:8]=[C:9]([C:18]3[CH:23]=[CH:22][C:21]([NH:24][C:25]([NH:27][C:28]4[CH:36]=[CH:35][C:31]([C:32](O)=[O:33])=[CH:30][CH:29]=4)=[O:26])=[CH:20][CH:19]=3)[N:10]=[C:11]([N:12]3[CH2:17][CH2:16][O:15][CH2:14][CH2:13]3)[C:6]=2[N:5]=[N:4]1)[CH3:2].[CH3:37][N:38]1[CH2:43][CH2:42][N:41]([CH:44](N)[CH3:45])[CH2:40][CH2:39]1.CC[N:49](CC)CC.C1C=CC2N(O)N=NC=2C=1.CCN=C=NCCCN(C)C.